Dataset: Reaction yield outcomes from USPTO patents with 853,638 reactions. Task: Predict the reaction yield, written as a fraction of the theoretical maximum amount of product (1.0 means a 100% yield; for example, 0.34 means a 34% yield). (1) The product is [CH:1]([C@@H:4]1[CH2:10][N:9]([C:27](=[O:28])[NH:26][C:29]2[CH:30]=[CH:31][C:32]([O:35][CH3:36])=[CH:33][CH:34]=2)[CH2:8][C:7]2[CH:11]=[CH:12][C:13]([C:15]([O:17][CH3:18])=[O:16])=[CH:14][C:6]=2[O:5]1)([CH3:3])[CH3:2]. The yield is 0.690. The catalyst is C(Cl)Cl. The reactants are [CH:1]([C@@H:4]1[CH2:10][NH:9][CH2:8][C:7]2[CH:11]=[CH:12][C:13]([C:15]([O:17][CH3:18])=[O:16])=[CH:14][C:6]=2[O:5]1)([CH3:3])[CH3:2].CCN(CC)CC.[N:26]([C:29]1[CH:34]=[CH:33][C:32]([O:35][CH3:36])=[CH:31][CH:30]=1)=[C:27]=[O:28]. (2) The reactants are N[C:2]1[C:3]([C:14]2[CH:15]=[C:16]([NH:21][C:22](=[O:33])[C:23]3[CH:28]=[CH:27][CH:26]=[C:25]([C:29]([F:32])([F:31])[F:30])[CH:24]=3)[CH:17]=[CH:18][C:19]=2[Cl:20])=[CH:4][C:5]2[CH:10]=[N:9][C:8]([S:11][CH3:12])=[N:7][C:6]=2[N:13]=1.N([O-])=[O:35].[Na+]. The catalyst is C(O)(C(F)(F)F)=O. The product is [Cl:20][C:19]1[CH:18]=[CH:17][C:16]([NH:21][C:22](=[O:33])[C:23]2[CH:28]=[CH:27][CH:26]=[C:25]([C:29]([F:31])([F:30])[F:32])[CH:24]=2)=[CH:15][C:14]=1[C:3]1[C:2](=[O:35])[NH:13][C:6]2[N:7]=[C:8]([S:11][CH3:12])[N:9]=[CH:10][C:5]=2[CH:4]=1. The yield is 0.644. (3) The reactants are [O:1]1[C:6]2[CH:7]=[CH:8][CH:9]=[C:10]([CH:11]3[N:16](C)[CH2:15][CH2:14][N:13]([CH2:18][C:19](O)=O)[CH2:12]3)[C:5]=2[O:4][CH2:3][CH2:2]1.C1C=CC2N(O)N=NC=2C=1.O.C1CCC(N=C=NC2CCCCC2)CC1.CN1C2C=CC(Cl)=CC=2C(C2C=CC=CC=2)=NC[C:50]1=[O:51].[F:68][C:69]([F:83])([F:82])[C:70]1[CH:71]=[C:72]([NH:80][NH2:81])[CH:73]=[C:74]([C:76]([F:79])([F:78])[F:77])[CH:75]=1.[N-]=C=O.C(O)C(N)(CO)CO. The catalyst is C(Cl)Cl.CN1C(=O)CCC1.C(Cl)Cl.CO. The product is [F:68][C:69]([F:82])([F:83])[C:70]1[CH:71]=[C:72]([NH:80][NH:81][C:50](=[O:51])[CH:11]([C:10]2[C:5]3[O:4][CH2:3][CH2:2][O:1][C:6]=3[CH:7]=[CH:8][CH:9]=2)[N:16]2[CH2:15][CH2:14][N:13]([CH3:12])[CH2:18][CH2:19]2)[CH:73]=[C:74]([C:76]([F:79])([F:77])[F:78])[CH:75]=1. The yield is 0.970. (4) The reactants are [NH2:1][C:2]1[C:9]([NH2:10])=[C:8]([N+:11]([O-:13])=[O:12])[CH:7]=[CH:6][C:3]=1[C:4]#[N:5].[CH:14]([CH:16]=O)=O.O.[OH-].[NH4+]. The catalyst is C(O)(=O)C. The product is [N+:11]([C:8]1[C:9]2[N:10]=[CH:16][CH:14]=[N:1][C:2]=2[C:3]([C:4]#[N:5])=[CH:6][CH:7]=1)([O-:13])=[O:12]. The yield is 0.700.